Dataset: HIV replication inhibition screening data with 41,000+ compounds from the AIDS Antiviral Screen. Task: Binary Classification. Given a drug SMILES string, predict its activity (active/inactive) in a high-throughput screening assay against a specified biological target. The compound is CCN(c1cccc(NC(=S)Nc2ccccc2N(CC)c2cc(-c3ccccc3)no2)c1)c1cc(-c2ccccc2)no1. The result is 0 (inactive).